From a dataset of Full USPTO retrosynthesis dataset with 1.9M reactions from patents (1976-2016). Predict the reactants needed to synthesize the given product. (1) Given the product [CH2:1]([O:4][N:5]1[C:32](=[O:34])[N:8]2[CH2:7][C@H:6]1[C:11]([CH3:12])=[CH:10][C@H:9]2[CH2:13][O:14][Si:15]([C:18]([CH3:21])([CH3:20])[CH3:19])([CH3:16])[CH3:17])[CH:2]=[CH2:3], predict the reactants needed to synthesize it. The reactants are: [CH2:1]([O:4][NH:5][C@@H:6]1[C:11]([CH3:12])=[CH:10][C@@H:9]([CH2:13][O:14][Si:15]([C:18]([CH3:21])([CH3:20])[CH3:19])([CH3:17])[CH3:16])[NH:8][CH2:7]1)[CH:2]=[CH2:3].C(N(CC)C(C)C)(C)C.Cl[C:32](Cl)([O:34]C(=O)OC(Cl)(Cl)Cl)Cl. (2) Given the product [Cl:28][C:29]1[CH:30]=[C:31]([CH:32]=[C:13]2[CH2:14][CH:15]([CH3:16])[N:11]([S:8]([C:5]3[CH:4]=[CH:3][C:2]([F:1])=[CH:7][CH:6]=3)(=[O:10])=[O:9])[C:12]2=[O:17])[CH:34]=[CH:35][C:36]=1[Cl:37], predict the reactants needed to synthesize it. The reactants are: [F:1][C:2]1[CH:7]=[CH:6][C:5]([S:8]([N:11]2[CH:15]([CH3:16])[CH2:14][CH2:13][C:12]2=[O:17])(=[O:10])=[O:9])=[CH:4][CH:3]=1.C[Si]([N-][Si](C)(C)C)(C)C.[Na+].[Cl:28][C:29]1[CH:30]=[C:31]([CH:34]=[CH:35][C:36]=1[Cl:37])[CH:32]=O. (3) Given the product [OH:27][C:24]1([C:2]2[CH:15]=[CH:14][C:5]([NH:6][C:7](=[O:8])[O:9][C:10]([CH3:13])([CH3:12])[CH3:11])=[CH:4][CH:3]=2)[CH2:25][CH2:26][S:21][CH2:22][CH2:23]1, predict the reactants needed to synthesize it. The reactants are: Br[C:2]1[CH:15]=[CH:14][C:5]([NH:6][C:7]([O:9][C:10]([CH3:13])([CH3:12])[CH3:11])=[O:8])=[CH:4][CH:3]=1.C([Li])CCC.[S:21]1[CH2:26][CH2:25][C:24](=[O:27])[CH2:23][CH2:22]1.